From a dataset of Full USPTO retrosynthesis dataset with 1.9M reactions from patents (1976-2016). Predict the reactants needed to synthesize the given product. The reactants are: [Br:1][C:2]1[CH:6]=[C:5](Br)[S:4][C:3]=1[C:8]#[N:9].[CH2:10]([NH2:13])[CH2:11][CH3:12]. Given the product [Br:1][C:2]1[CH:6]=[C:5]([NH:13][CH2:10][CH2:11][CH3:12])[S:4][C:3]=1[C:8]#[N:9], predict the reactants needed to synthesize it.